From a dataset of Forward reaction prediction with 1.9M reactions from USPTO patents (1976-2016). Predict the product of the given reaction. (1) Given the reactants [Cl:1][C:2]1[CH:3]=[C:4]([N:13]([CH2:20][CH3:21])[C@H:14]2[C@H:18]([OH:19])[CH2:17][O:16][CH2:15]2)[C:5]([CH3:12])=[C:6]([CH:11]=1)[C:7]([O:9][CH3:10])=[O:8].[H-].[Na+].[CH3:24]I, predict the reaction product. The product is: [Cl:1][C:2]1[CH:3]=[C:4]([N:13]([CH2:20][CH3:21])[C@H:14]2[C@H:18]([O:19][CH3:24])[CH2:17][O:16][CH2:15]2)[C:5]([CH3:12])=[C:6]([CH:11]=1)[C:7]([O:9][CH3:10])=[O:8]. (2) The product is: [Cl:41][C:38]1[CH:39]=[C:40]2[NH:16][C:17](=[O:42])[C:18]3([CH:23]([C:24]4[CH:29]=[CH:28][CH:27]=[C:26]([Cl:30])[CH:25]=4)[CH2:22][C:21](=[O:31])[NH:20][CH:19]3[C:32]3([CH3:33])[CH2:5][CH2:34]3)[C:35]2=[CH:36][CH:37]=1. Given the reactants C(I)I.[Zn](CC)[CH2:5]C.C(OC([N:16]1[C:40]2[C:35](=[CH:36][CH:37]=[C:38]([Cl:41])[CH:39]=2)[C:18]2([CH:23]([C:24]3[CH:29]=[CH:28][CH:27]=[C:26]([Cl:30])[CH:25]=3)[CH2:22][C:21](=[O:31])[NH:20][CH:19]2[C:32]([CH3:34])=[CH2:33])[C:17]1=[O:42])=O)(C)(C)C, predict the reaction product. (3) Given the reactants [CH2:1]([O:8][C:9]1[N:14]=[C:13]([O:15][CH2:16][C:17]2[CH:22]=[CH:21][CH:20]=[CH:19][CH:18]=2)[C:12]([N+:23]([O-])=O)=[C:11]([CH:26]=[CH:27]N(C)C)[N:10]=1)[C:2]1[CH:7]=[CH:6][CH:5]=[CH:4][CH:3]=1, predict the reaction product. The product is: [CH2:1]([O:8][C:9]1[NH:10][C:11]2=[CH:26][CH:27]=[N:23][C:12]2=[C:13]([O:15][CH2:16][C:17]2[CH:22]=[CH:21][CH:20]=[CH:19][CH:18]=2)[N:14]=1)[C:2]1[CH:3]=[CH:4][CH:5]=[CH:6][CH:7]=1.